Dataset: Forward reaction prediction with 1.9M reactions from USPTO patents (1976-2016). Task: Predict the product of the given reaction. (1) Given the reactants [NH2:1][C@H:2]([CH2:10][OH:11])[CH2:3][C:4]1[CH:9]=[CH:8][CH:7]=[CH:6][CH:5]=1.C(O)(=O)C.[CH:16](=O)[C:17]1[CH:22]=[CH:21][CH:20]=[CH:19][CH:18]=1.C([BH3-])#N.[Na+], predict the reaction product. The product is: [CH2:16]([NH:1][C@H:2]([CH2:10][OH:11])[CH2:3][C:4]1[CH:5]=[CH:6][CH:7]=[CH:8][CH:9]=1)[C:17]1[CH:22]=[CH:21][CH:20]=[CH:19][CH:18]=1. (2) Given the reactants [NH2:1][CH:2]1[CH2:7][CH2:6][N:5](C(OC(C)(C)C)=O)[CH2:4][CH2:3]1.[CH3:15][S:16][C:17](SC)=[CH:18][N+:19]([O-:21])=[O:20], predict the reaction product. The product is: [CH3:15][S:16][C:17]([NH:1][CH:2]1[CH2:3][CH2:4][NH:5][CH2:6][CH2:7]1)=[CH:18][N+:19]([O-:21])=[O:20]. (3) Given the reactants CO.[F:3][C:4]1[CH:5]=[C:6]([CH:12]=[CH:13][CH:14]=1)[CH:7]=[CH:8][C:9]([OH:11])=[O:10].[H][H], predict the reaction product. The product is: [F:3][C:4]1[CH:5]=[C:6]([CH2:7][CH2:8][C:9]([OH:11])=[O:10])[CH:12]=[CH:13][CH:14]=1. (4) Given the reactants [Br:1][C:2]1[CH:17]=[CH:16][C:5]([NH:6][CH2:7][CH:8]([C:10]2[CH:15]=[CH:14][CH:13]=[CH:12][CH:11]=2)[OH:9])=[CH:4][CH:3]=1.C(N(CC)C(C)C)(C)C.Cl[C:28](Cl)([O:30]C(=O)OC(Cl)(Cl)Cl)Cl, predict the reaction product. The product is: [Br:1][C:2]1[CH:3]=[CH:4][C:5]([N:6]2[CH2:7][CH:8]([C:10]3[CH:15]=[CH:14][CH:13]=[CH:12][CH:11]=3)[O:9][C:28]2=[O:30])=[CH:16][CH:17]=1. (5) Given the reactants [C:1]([O:5][C:6](=[O:12])[C:7](=O)[C:8](=O)[CH3:9])([CH3:4])([CH3:3])[CH3:2].IC1C=CN=C(OC)C=1C=O.C(OC(C1[NH:30][C:31]([C:35]2[C:36]([O:42][CH3:43])=[N:37][CH:38]=[CH:39][C:40]=2[I:41])=[N:32]C=1C)=O)C, predict the reaction product. The product is: [I:41][C:40]1[CH:39]=[CH:38][N:37]=[C:36]([O:42][CH3:43])[C:35]=1[C:31]1[NH:30][C:7]([C:6]([O:5][C:1]([CH3:4])([CH3:3])[CH3:2])=[O:12])=[C:8]([CH3:9])[N:32]=1. (6) Given the reactants [C:1]1(C)C=CC(OCC(Cl)=O)=C[CH:2]=1.[CH:13]1[C:18]([OH:19])=[CH:17][CH:16]=[C:15]([CH3:20])[CH:14]=1.[CH2:21]([O:23][C:24](=[O:28])[CH:25](Br)[CH3:26])[CH3:22].C(=O)([O-])[O-].[K+].[K+], predict the reaction product. The product is: [CH2:21]([O:23][C:24](=[O:28])[CH:25]([O:19][C:18]1[CH:17]=[CH:16][C:15]([CH2:20][CH2:1][CH3:2])=[CH:14][CH:13]=1)[CH3:26])[CH3:22]. (7) Given the reactants [O:1]=[C:2]1[CH2:7][NH:6][CH2:5][CH2:4][N:3]1[C:8]1[CH:13]=[CH:12][C:11]([S:14]([NH:17][C:18]2[S:19][CH:20]=[CH:21][N:22]=2)(=[O:16])=[O:15])=[CH:10][CH:9]=1.[CH3:23][C:24]([N:29]1[C:37]2[C:32](=[CH:33][CH:34]=[C:35]([C:38]([F:41])([F:40])[F:39])[CH:36]=2)[CH:31]=[CH:30]1)([CH3:28])[C:25](O)=[O:26].CN(C(ON1N=NC2C=CC=NC1=2)=[N+](C)C)C.F[P-](F)(F)(F)(F)F.C(=O)(O)[O-].[Na+], predict the reaction product. The product is: [CH3:28][C:24]([N:29]1[C:37]2[C:32](=[CH:33][CH:34]=[C:35]([C:38]([F:40])([F:41])[F:39])[CH:36]=2)[CH:31]=[CH:30]1)([CH3:23])[C:25]([N:6]1[CH2:5][CH2:4][N:3]([C:8]2[CH:9]=[CH:10][C:11]([S:14]([NH:17][C:18]3[S:19][CH:20]=[CH:21][N:22]=3)(=[O:16])=[O:15])=[CH:12][CH:13]=2)[C:2](=[O:1])[CH2:7]1)=[O:26]. (8) Given the reactants [F:1][C:2]1[C:7]([OH:8])=[CH:6][C:5]([CH3:9])=[C:4]([F:10])[C:3]=1[NH:11][C:12](=O)[C:13]1[CH:18]=[C:17]([C:19]2[CH:24]=[CH:23][CH:22]=[C:21]([F:25])[CH:20]=2)[CH:16]=[CH:15][C:14]=1[F:26], predict the reaction product. The product is: [F:1][C:2]1[C:3]([NH:11][CH2:12][C:13]2[CH:18]=[C:17]([C:19]3[CH:24]=[CH:23][CH:22]=[C:21]([F:25])[CH:20]=3)[CH:16]=[CH:15][C:14]=2[F:26])=[C:4]([F:10])[C:5]([CH3:9])=[CH:6][C:7]=1[OH:8]. (9) Given the reactants F[C:2]1[CH:9]=[CH:8][C:5]([CH:6]=[O:7])=[CH:4][C:3]=1[O:10][CH3:11].[F:12][C:13]([F:22])([F:21])[C:14]1[CH:15]=[C:16]([OH:20])[CH:17]=[CH:18][CH:19]=1.C([O-])([O-])=O.[K+].[K+], predict the reaction product. The product is: [CH3:11][O:10][C:3]1[CH:4]=[C:5]([CH:8]=[CH:9][C:2]=1[O:20][C:16]1[CH:17]=[CH:18][CH:19]=[C:14]([C:13]([F:12])([F:21])[F:22])[CH:15]=1)[CH:6]=[O:7].